Dataset: Reaction yield outcomes from USPTO patents with 853,638 reactions. Task: Predict the reaction yield, written as a fraction of the theoretical maximum amount of product (1.0 means a 100% yield; for example, 0.34 means a 34% yield). (1) The reactants are [Cl:1][S:2]([OH:5])(=O)=[O:3].[C:6]([C:10]1[CH:15]=[C:14](C(C)(C)C)[CH:13]=[C:12]([C:20]([CH3:23])([CH3:22])[CH3:21])[CH:11]=1)([CH3:9])([CH3:8])[CH3:7]. No catalyst specified. The product is [C:6]([C:10]1[CH:15]=[C:14]([S:2]([Cl:1])(=[O:5])=[O:3])[CH:13]=[C:12]([C:20]([CH3:23])([CH3:22])[CH3:21])[CH:11]=1)([CH3:9])([CH3:8])[CH3:7]. The yield is 0.500. (2) The yield is 0.680. The catalyst is [Cu]Cl.CN1C(=O)CCC1. The product is [F:16][C:4]1[CH:3]=[C:2]([O:23][C:17]2[CH:22]=[CH:21][CH:20]=[CH:19][CH:18]=2)[CH:15]=[CH:14][C:5]=1[CH2:6][O:7][CH:8]1[CH2:13][CH2:12][CH2:11][CH2:10][O:9]1. The reactants are Br[C:2]1[CH:15]=[CH:14][C:5]([CH2:6][O:7][CH:8]2[CH2:13][CH2:12][CH2:11][CH2:10][O:9]2)=[C:4]([F:16])[CH:3]=1.[C:17]1([OH:23])[CH:22]=[CH:21][CH:20]=[CH:19][CH:18]=1.CC(C)(C(=O)CC(=O)C(C)(C)C)C.C(=O)([O-])[O-].[Cs+].[Cs+].